Dataset: Full USPTO retrosynthesis dataset with 1.9M reactions from patents (1976-2016). Task: Predict the reactants needed to synthesize the given product. (1) Given the product [NH2:22][CH2:21][C@@H:17]1[O:18][CH2:19][CH2:20][N:15]([CH2:14][CH2:13][N:10]2[C:11]3[C:6](=[N:5][CH:4]=[C:3]([O:2][CH3:1])[CH:12]=3)[CH:7]=[CH:8][C:9]2=[O:30])[CH2:16]1, predict the reactants needed to synthesize it. The reactants are: [CH3:1][O:2][C:3]1[CH:12]=[C:11]2[C:6]([CH:7]=[CH:8][C:9](=[O:30])[N:10]2[CH2:13][CH2:14][N:15]2[CH2:20][CH2:19][O:18][C@@H:17]([CH2:21][NH:22]C(=O)OC(C)(C)C)[CH2:16]2)=[N:5][CH:4]=1.Cl.O1CCOCC1.C(=O)([O-])[O-]. (2) Given the product [C:6]([C:5]1[CH:4]=[CH:3][C:2]([NH:1][C:16](=[O:24])[O:17][C:18]2[CH:23]=[CH:22][CH:21]=[CH:20][CH:19]=2)=[CH:15][CH:14]=1)(=[O:7])[C:8]1[CH:13]=[CH:12][CH:11]=[CH:10][CH:9]=1, predict the reactants needed to synthesize it. The reactants are: [NH2:1][C:2]1[CH:15]=[CH:14][C:5]([C:6]([C:8]2[CH:13]=[CH:12][CH:11]=[CH:10][CH:9]=2)=[O:7])=[CH:4][CH:3]=1.[C:16](Cl)(=[O:24])[O:17][C:18]1[CH:23]=[CH:22][CH:21]=[CH:20][CH:19]=1.O.